This data is from Reaction yield outcomes from USPTO patents with 853,638 reactions. The task is: Predict the reaction yield, written as a fraction of the theoretical maximum amount of product (1.0 means a 100% yield; for example, 0.34 means a 34% yield). (1) The reactants are C([C:3]1[C:4](Cl)=[N:5][C:6]([Cl:9])=[N:7][CH:8]=1)C.[CH3:11][S-:12].[Na+]. The catalyst is O1CCCC1.C(OCC)(=O)C. The product is [Cl:9][C:6]1[N:5]=[C:4]([S:12][CH3:11])[CH:3]=[CH:8][N:7]=1. The yield is 0.520. (2) The reactants are [C:1]([C:5]1[CH:6]=[C:7]2[C:12](=[C:13]([F:15])[CH:14]=1)[C:11](=[O:16])[N:10]([C:17]1[N:24]=[CH:23][CH:22]=[C:21]([C:25]3[CH:30]=[C:29]([NH:31][C:32]4[S:33][C:34]5[CH2:35][N:36]([CH3:41])[CH2:37][CH2:38][C:39]=5[N:40]=4)[C:28](=[O:42])[N:27]([CH3:43])[CH:26]=3)[C:18]=1[CH:19]=[O:20])[N:9]=[CH:8]2)([CH3:4])([CH3:3])[CH3:2].[BH4-].[Na+]. The catalyst is CO. The product is [C:1]([C:5]1[CH:6]=[C:7]2[C:12](=[C:13]([F:15])[CH:14]=1)[C:11](=[O:16])[N:10]([C:17]1[C:18]([CH2:19][OH:20])=[C:21]([C:25]3[CH:30]=[C:29]([NH:31][C:32]4[S:33][C:34]5[CH2:35][N:36]([CH3:41])[CH2:37][CH2:38][C:39]=5[N:40]=4)[C:28](=[O:42])[N:27]([CH3:43])[CH:26]=3)[CH:22]=[CH:23][N:24]=1)[N:9]=[CH:8]2)([CH3:4])([CH3:2])[CH3:3]. The yield is 0.360.